This data is from Experimentally validated miRNA-target interactions with 360,000+ pairs, plus equal number of negative samples. The task is: Binary Classification. Given a miRNA mature sequence and a target amino acid sequence, predict their likelihood of interaction. (1) The miRNA is hsa-miR-410-3p with sequence AAUAUAACACAGAUGGCCUGU. The protein sequence of the target gene is MAEGRGSRERPDVETQKTELGALMGTTLQRGAQWYLIDSRWFKQWKKYVGFDSWDMYNVGEHNLFPGPIDNSGLFSDPESQTLKEHLIDELDYVLVPAEAWNKLLNWYGCVEGQQPIVRKVVEHGLFVKHCKVEVYLLELKLCENSDPTNVLSCHFSKADTIATIEKEMRKLFNIPAERETRLWNKYMSNTYEQLSKLDNTIQDAGLYQGQVLVIEPQNEDGTWPRQSLQSKSSTAPSRNFTTSSKPSASPYCSVSASLIANGDSTNSSGMHSSGVSRGGSGFSASYNCQEPPSPHIQPG.... Result: 0 (no interaction). (2) The miRNA is hsa-miR-27a-5p with sequence AGGGCUUAGCUGCUUGUGAGCA. The protein sequence of the target gene is MQEELAWETDGLLPLERQLHEAARQNNVGRMQELIGRRVNTRARNHVGRVALHWAAGAGHEQAVRLLLEHEAAVDEEDAVGALTEARLCFGMNALLLSAWFGHLRILQILVNSGAKIHCESKDGLTLLHCAAQKGHVPVLAFIMEDLEDVALDHVDKLGRTAFHRAAEHGQLDALDFLVGSGCDHNVKDKEGNTALHLAAGRGHMAVLQRLVDIGLDLEEQNAEGLTALHSAAGGSHPDCVQLLLRAGSTVNALTQKNLSCLHYAALSGSEDVSRVLIHAGGCANVVDHQGASPLHLAVR.... Result: 0 (no interaction). (3) The miRNA is hsa-miR-4643 with sequence GACACAUGACCAUAAAUGCUAA. The protein sequence of the target gene is MALPKDAIPSLSECQCGICMEILVEPVTLPCNHTLCKPCFQSTVEKASLCCPFCRRRVSSWTRYHTRRNSLVNVELWTIIQKHYPRECKLRASGQESEEVADDYQPVRLLSKPGELRREYEEEISKVAAERRASEEEENKASEEYIQRLLAEEEEEEKRQAEKRRRAMEEQLKSDEELARKLSIDINNFCEGSISASPLNSRKSDPVTPKSEKKSKNKQRNTGDIQKYLTPKSQFGSASHSEAVQEVRKDSVSKDIDSSDRKSPTGQDTEIEDMPTLSPQISLGVGEQGADSSIESPMPW.... Result: 1 (interaction). (4) The miRNA is hsa-miR-23a-3p with sequence AUCACAUUGCCAGGGAUUUCC. The protein sequence of the target gene is MSSDEKGISPAHKTSTPTHRSASSSTSSQRDSRQSIHILERTASSSTEPSVSRQLLEPEPVPLSKEADSWEIIEGLKIGQTNVQKPDKHEGFMLKKRKWPLKGWHKRFFVLDNGMLKYSKAPLDIQKGKVHGSIDVGLSVMSIKKKARRIDLDTEEHIYHLKVKSQDWFDAWVSKLRHHRLYRQNEIVRSPRDASFHIFPSTSTAESSPAANVSVMDGKMQPNSFPWQSPLPCSNSLPATCTTGQSKVAAWLQDSEEMDRCAEDLAHCQSNLVELSKLLQNLEILQRTQSAPNFTDMQAN.... Result: 0 (no interaction).